This data is from Full USPTO retrosynthesis dataset with 1.9M reactions from patents (1976-2016). The task is: Predict the reactants needed to synthesize the given product. (1) Given the product [Br:31][C:25]1[CH:24]=[C:23]2[C:28]([CH:29]=[CH:30][C:21]([C@H:19]([NH:18][C:17]([C@@H:13]3[CH2:14][CH2:15][CH2:16][N:11]([C:9](=[O:10])[C@@H:8]([NH:7][C:6](=[O:5])[CH:39]([CH:36]4[CH2:38][CH2:37]4)[OH:43])[CH3:33])[NH:12]3)=[O:32])[CH3:20])=[N:22]2)=[CH:27][CH:26]=1, predict the reactants needed to synthesize it. The reactants are: C([O:5][C:6](=O)[NH:7][C@@H:8]([CH3:33])[C:9]([N:11]1[CH2:16][CH2:15][CH2:14][C@@H:13]([C:17](=[O:32])[NH:18][C@@H:19]([C:21]2[CH:30]=[CH:29][C:28]3[C:23](=[CH:24][C:25]([Br:31])=[CH:26][CH:27]=3)[N:22]=2)[CH3:20])[NH:12]1)=[O:10])(C)(C)C.Cl.[CH:36]1([CH:39]([OH:43])C(O)=O)[CH2:38][CH2:37]1.C(N(CC)C(C)C)(C)C.F[P-](F)(F)(F)(F)F.N1(O[P+](N(C)C)(N(C)C)N(C)C)C2C=CC=CC=2N=N1. (2) Given the product [CH3:1][N:2]([CH3:7])[S:3]([N:38]1[CH2:39][CH2:40][N:35]([S:32]([NH:31][C:29]2[CH:28]=[C:27]([O:41][CH3:42])[N:26]=[C:25]([S:24][CH2:23][C:17]3[CH:18]=[CH:19][CH:20]=[C:21]([F:22])[C:16]=3[F:15])[N:30]=2)(=[O:33])=[O:34])[CH2:36][CH2:37]1)(=[O:5])=[O:4], predict the reactants needed to synthesize it. The reactants are: [CH3:1][N:2]([CH3:7])[S:3](Cl)(=[O:5])=[O:4].FC(F)(F)C(O)=O.[F:15][C:16]1[C:21]([F:22])=[CH:20][CH:19]=[CH:18][C:17]=1[CH2:23][S:24][C:25]1[N:30]=[C:29]([NH:31][S:32]([N:35]2[CH2:40][CH2:39][NH:38][CH2:37][CH2:36]2)(=[O:34])=[O:33])[CH:28]=[C:27]([O:41][CH3:42])[N:26]=1. (3) Given the product [NH2:1][C@@H:2]1[CH2:7][CH2:6][CH2:5][N:4]([C:8]([C:10]2[CH:32]=[CH:31][C:13]3[N:14]([CH3:30])[C:15]([C:17]4[N:27]([CH2:28][CH3:29])[C:20]5=[N:21][CH:22]=[C:23]([OH:25])[CH:24]=[C:19]5[CH:18]=4)=[N:16][C:12]=3[CH:11]=2)=[O:9])[CH2:3]1, predict the reactants needed to synthesize it. The reactants are: [NH2:1][C@@H:2]1[CH2:7][CH2:6][CH2:5][N:4]([C:8]([C:10]2[CH:32]=[CH:31][C:13]3[N:14]([CH3:30])[C:15]([C:17]4[N:27]([CH2:28][CH3:29])[C:20]5=[N:21][CH:22]=[C:23]([O:25]C)[CH:24]=[C:19]5[CH:18]=4)=[N:16][C:12]=3[CH:11]=2)=[O:9])[CH2:3]1.B(Br)(Br)Br.